From a dataset of Forward reaction prediction with 1.9M reactions from USPTO patents (1976-2016). Predict the product of the given reaction. (1) Given the reactants [NH2:1][C:2]1[N:10]=[CH:9][N:8]=[C:7]2[C:3]=1[N:4]=[C:5]([S:17][C:18]1[N:19]([CH2:27][CH2:28][CH3:29])[C:20]3[C:25]([CH:26]=1)=[CH:24][CH:23]=[CH:22][CH:21]=3)[N:6]2[CH2:11][CH2:12][O:13][C:14](=[O:16])[CH3:15].C1C(=O)N([I:37])C(=O)C1.CCOC(C)=O, predict the reaction product. The product is: [NH2:1][C:2]1[N:10]=[CH:9][N:8]=[C:7]2[C:3]=1[N:4]=[C:5]([S:17][C:18]1[N:19]([CH2:27][CH2:28][CH3:29])[C:20]3[C:25]([C:26]=1[I:37])=[CH:24][CH:23]=[CH:22][CH:21]=3)[N:6]2[CH2:11][CH2:12][O:13][C:14](=[O:16])[CH3:15]. (2) Given the reactants [Cl:1][C:2]1[CH:3]=[C:4]([CH:8]=[CH:9][C:10]=1[C:11]1[CH:16]=[CH:15][C:14]([NH:17][C:18]([C:20]2[N:21]=[C:22]([C:29]3[CH:34]=[CH:33][CH:32]=[CH:31][CH:30]=3)[O:23][C:24]=2[C:25]([F:28])([F:27])[F:26])=[O:19])=[CH:13][N:12]=1)[C:5]([OH:7])=O.[CH3:35][S:36]([NH2:39])(=[O:38])=[O:37].Cl.C(N=C=NCCCN(C)C)C, predict the reaction product. The product is: [Cl:1][C:2]1[CH:3]=[C:4]([C:5]([NH:39][S:36]([CH3:35])(=[O:38])=[O:37])=[O:7])[CH:8]=[CH:9][C:10]=1[C:11]1[N:12]=[CH:13][C:14]([NH:17][C:18]([C:20]2[N:21]=[C:22]([C:29]3[CH:34]=[CH:33][CH:32]=[CH:31][CH:30]=3)[O:23][C:24]=2[C:25]([F:27])([F:28])[F:26])=[O:19])=[CH:15][CH:16]=1. (3) Given the reactants [CH2:1]([S:3]([NH:6][CH:7]1[C:13]2[CH:14]=[CH:15][CH:16]=[CH:17][C:12]=2[O:11][CH2:10][CH2:9][CH2:8]1)(=[O:5])=[O:4])[CH3:2].[H-].[Na+].[CH3:20]I, predict the reaction product. The product is: [CH2:1]([S:3]([N:6]([CH:7]1[C:13]2[CH:14]=[CH:15][CH:16]=[CH:17][C:12]=2[O:11][CH2:10][CH2:9][CH2:8]1)[CH3:20])(=[O:5])=[O:4])[CH3:2].